This data is from Full USPTO retrosynthesis dataset with 1.9M reactions from patents (1976-2016). The task is: Predict the reactants needed to synthesize the given product. (1) Given the product [CH:36]1([O:41][C:42]([C:43]2[CH:1]([C:3]3[CH:8]=[CH:7][CH:6]=[C:5]([NH:9][S:10]([CH3:13])(=[O:12])=[O:11])[CH:4]=3)[C:26]3[C:25](=[O:30])[CH2:24][CH:23]([C:21]4[CH:20]=[CH:19][C:18]5[O:14][CH2:15][O:16][C:17]=5[CH:22]=4)[CH2:28][C:27]=3[NH:57][C:44]=2[CH3:45])=[O:47])[CH2:40][CH2:39][CH2:38][CH2:37]1, predict the reactants needed to synthesize it. The reactants are: [CH:1]([C:3]1[CH:4]=[C:5]([NH:9][S:10]([CH3:13])(=[O:12])=[O:11])[CH:6]=[CH:7][CH:8]=1)=O.[O:14]1[C:18]2[CH:19]=[CH:20][C:21]([CH:23]3[CH2:28][C:27](=O)[CH2:26][C:25](=[O:30])[CH2:24]3)=[CH:22][C:17]=2[O:16][CH2:15]1.C([O-])(=O)C.[NH4+].[CH:36]1([O:41][C:42](=[O:47])[CH2:43][C:44](=O)[CH3:45])[CH2:40][CH2:39][CH2:38][CH2:37]1.F[B-](F)(F)F.C([N+:57]1C=CN(C)C=1)CCC. (2) Given the product [CH3:5][C:4]([CH3:6])([C:3]([C:8]1[CH:13]=[CH:12][CH:11]=[CH:10][CH:9]=1)=[O:7])[CH2:15][C:16]([O:18][CH2:19][CH3:20])=[O:17], predict the reactants needed to synthesize it. The reactants are: [NH2-].[Na+].[C:3]([C:8]1[CH:13]=[CH:12][CH:11]=[CH:10][CH:9]=1)(=[O:7])[CH:4]([CH3:6])[CH3:5].I[CH2:15][C:16]([O:18][CH2:19][CH3:20])=[O:17]. (3) The reactants are: [Li+].[OH-].C[O:4][C:5](=[O:27])[C:6]([CH2:18][C:19]1[CH:24]=[CH:23][CH:22]=[C:21]([C:25]#[N:26])[CH:20]=1)([NH:13][C:14]([O:16][CH3:17])=[O:15])[CH2:7][CH2:8][S:9]([CH3:12])(=[O:11])=[O:10]. Given the product [C:25]([C:21]1[CH:20]=[C:19]([CH:24]=[CH:23][CH:22]=1)[CH2:18][C:6]([NH:13][C:14]([O:16][CH3:17])=[O:15])([CH2:7][CH2:8][S:9]([CH3:12])(=[O:11])=[O:10])[C:5]([OH:27])=[O:4])#[N:26], predict the reactants needed to synthesize it. (4) The reactants are: [F:1][C:2]1[CH:7]=[CH:6][C:5]([C:8]2[O:9][C:10]3[CH:18]=[C:17]([N:19]([CH2:24][C:25]4[CH:30]=[CH:29][C:28]([O:31][CH3:32])=[CH:27][CH:26]=4)[S:20]([CH3:23])(=[O:22])=[O:21])[C:16]([O:33][CH:34]([CH3:36])[CH3:35])=[CH:15][C:11]=3[C:12]=2[CH:13]=O)=[CH:4][CH:3]=1.[CH2:37]([NH2:40])[CH2:38][NH2:39].BrN1C(=O)CCC1=O. Given the product [NH:39]1[CH2:38][CH2:37][N:40]=[C:13]1[C:12]1[C:11]2[CH:15]=[C:16]([O:33][CH:34]([CH3:36])[CH3:35])[C:17]([N:19]([CH2:24][C:25]3[CH:30]=[CH:29][C:28]([O:31][CH3:32])=[CH:27][CH:26]=3)[S:20]([CH3:23])(=[O:22])=[O:21])=[CH:18][C:10]=2[O:9][C:8]=1[C:5]1[CH:6]=[CH:7][C:2]([F:1])=[CH:3][CH:4]=1, predict the reactants needed to synthesize it.